Dataset: Full USPTO retrosynthesis dataset with 1.9M reactions from patents (1976-2016). Task: Predict the reactants needed to synthesize the given product. (1) The reactants are: CO[C:3](=[O:24])[C:4]1[CH:9]=[CH:8][C:7]([O:10][CH2:11][C:12]2[C:13]([C:18]3[CH:19]=[N:20][CH:21]=[CH:22][CH:23]=3)=[N:14][O:15][C:16]=2[CH3:17])=[N:6][CH:5]=1.COC(=O)C1C=CC(OCC2[C:37]([C:42]3[CH:47]=[CH:46]C=C(F)C=3)=[N:38]OC=2C)=NC=1. Given the product [CH:42]1([CH2:37][NH:38][C:3](=[O:24])[C:4]2[CH:9]=[CH:8][C:7]([O:10][CH2:11][C:12]3[C:13]([C:18]4[CH:19]=[N:20][CH:21]=[CH:22][CH:23]=4)=[N:14][O:15][C:16]=3[CH3:17])=[N:6][CH:5]=2)[CH2:47][CH2:46]1, predict the reactants needed to synthesize it. (2) Given the product [N:2]1[CH:7]=[CH:6][C:5]([CH2:8][C@H:10]2[CH2:15][CH2:14][CH2:13][CH2:12][C@@H:11]2[C:16]([OH:18])=[O:17])=[CH:4][CH:3]=1, predict the reactants needed to synthesize it. The reactants are: Cl.[N:2]1[CH:7]=[CH:6][C:5]([C:8]([C@@H:10]2[CH2:15][CH2:14][CH2:13][CH2:12][C@@H:11]2[C:16]([OH:18])=[O:17])=O)=[CH:4][CH:3]=1.[OH-].[Na+]. (3) Given the product [CH:16]1([C:21]([OH:31])([C:25]2[CH:26]=[CH:27][CH:28]=[CH:29][CH:30]=2)[C:22]([NH:8][CH2:7][CH2:6][N:1]2[CH:5]=[CH:4][N:3]=[CH:2]2)=[O:23])[CH2:20][CH2:19][CH2:18][CH2:17]1, predict the reactants needed to synthesize it. The reactants are: [N:1]1([CH2:6][CH2:7][NH2:8])[CH:5]=[CH:4][N:3]=[CH:2]1.CN1CCOCC1.[CH:16]1([C:21]([OH:31])([C:25]2[CH:30]=[CH:29][CH:28]=[CH:27][CH:26]=2)[C:22](O)=[O:23])[CH2:20][CH2:19][CH2:18][CH2:17]1.OC1C2N=NNC=2C=CC=1.Cl.CN(C)CCCN=C=NCC. (4) Given the product [O:1]=[C:2]([NH:24][CH2:25][CH2:26][C:27]1[C:35]2[C:30](=[CH:31][CH:32]=[CH:33][CH:34]=2)[NH:29][C:28]=1[C:36]1[CH:41]=[CH:40][CH:39]=[CH:38][CH:37]=1)[C@@H:3]([NH:16][C:17]([C:19]1[S:20][CH:21]=[CH:22][CH:23]=1)=[O:18])[CH2:4][CH2:5][CH2:6][CH2:7][CH2:8][C:9]([OH:11])=[O:10], predict the reactants needed to synthesize it. The reactants are: [O:1]=[C:2]([NH:24][CH2:25][CH2:26][C:27]1[C:35]2[C:30](=[CH:31][CH:32]=[CH:33][CH:34]=2)[NH:29][C:28]=1[C:36]1[CH:41]=[CH:40][CH:39]=[CH:38][CH:37]=1)[C@@H:3]([NH:16][C:17]([C:19]1[S:20][CH:21]=[CH:22][CH:23]=1)=[O:18])[CH2:4][CH2:5][CH2:6][CH2:7][CH2:8][C:9]([O:11]C(C)(C)C)=[O:10]. (5) Given the product [C:1]([O:4][CH2:5][CH:6]1[CH2:11][CH:10]([NH:12][CH2:13][CH:14]([CH3:15])[CH3:16])[CH2:9][N:8]([C:27]([O:29][C:30]([CH3:32])([CH3:31])[CH3:33])=[O:28])[CH2:7]1)(=[O:3])[CH3:2], predict the reactants needed to synthesize it. The reactants are: [C:1]([O:4][CH2:5][CH:6]1[CH2:11][CH:10]([N:12](C(OCC2C=CC=CC=2)=O)[CH2:13][CH:14]([CH3:16])[CH3:15])[CH2:9][N:8]([C:27]([O:29][C:30]([CH3:33])([CH3:32])[CH3:31])=[O:28])[CH2:7]1)(=[O:3])[CH3:2]. (6) Given the product [CH2:1]([C:6]1[CH:11]=[CH:10][C:9]([C:12]2[N:16]([CH3:17])[N:15]=[C:14]([C:18](=[N:23][NH:22][C:24]([NH:26][C:27]3[CH:35]=[CH:34][C:30]([C:31]([OH:33])=[O:32])=[CH:29][CH:28]=3)=[S:25])[CH3:19])[C:13]=2[OH:21])=[CH:8][CH:7]=1)[CH2:2][CH2:3][CH2:4][CH3:5], predict the reactants needed to synthesize it. The reactants are: [CH2:1]([C:6]1[CH:11]=[CH:10][C:9]([C:12]2[N:16]([CH3:17])[N:15]=[C:14]([C:18](=O)[CH3:19])[C:13]=2[OH:21])=[CH:8][CH:7]=1)[CH2:2][CH2:3][CH2:4][CH3:5].[NH:22]([C:24]([NH:26][C:27]1[CH:35]=[CH:34][C:30]([C:31]([OH:33])=[O:32])=[CH:29][CH:28]=1)=[S:25])[NH2:23].CN(C)C=O.